From a dataset of Catalyst prediction with 721,799 reactions and 888 catalyst types from USPTO. Predict which catalyst facilitates the given reaction. (1) Product: [C:1]([O:5][C:6]([N:8]1[CH2:13][CH2:12][O:11][C@H:10]([CH2:14][C:15]2[CH:20]=[CH:19][CH:18]=[C:17]([C:32]3[CH:31]=[N:30][C:29]([Cl:28])=[CH:34][CH:33]=3)[CH:16]=2)[CH2:9]1)=[O:7])([CH3:4])([CH3:3])[CH3:2]. The catalyst class is: 6. Reactant: [C:1]([O:5][C:6]([N:8]1[CH2:13][CH2:12][O:11][C@H:10]([CH2:14][C:15]2[CH:20]=[CH:19][CH:18]=[C:17](Br)[CH:16]=2)[CH2:9]1)=[O:7])([CH3:4])([CH3:3])[CH3:2].COCCOC.[Cl:28][C:29]1[CH:34]=[CH:33][C:32](B(O)O)=[CH:31][N:30]=1.C(=O)(O)[O-].[Na+].C(=O)([O-])[O-].[K+].[K+]. (2) Reactant: [CH2:1]([N:8]([CH2:27][C:28]1[CH:33]=[CH:32][CH:31]=[CH:30][CH:29]=1)[C:9]1[C:18]2[N:19]=[CH:20][N:21]([CH2:22][CH2:23][CH2:24][CH2:25]Cl)[C:17]=2[C:16]2[CH:15]=[CH:14][CH:13]=[CH:12][C:11]=2[N:10]=1)[C:2]1[CH:7]=[CH:6][CH:5]=[CH:4][CH:3]=1.[C:34]1([S-:40])[CH:39]=[CH:38][CH:37]=[CH:36][CH:35]=1.[Na+]. Product: [CH2:1]([N:8]([CH2:27][C:28]1[CH:33]=[CH:32][CH:31]=[CH:30][CH:29]=1)[C:9]1[C:18]2[N:19]=[CH:20][N:21]([CH2:22][CH2:23][CH2:24][CH2:25][S:40][C:34]3[CH:39]=[CH:38][CH:37]=[CH:36][CH:35]=3)[C:17]=2[C:16]2[CH:15]=[CH:14][CH:13]=[CH:12][C:11]=2[N:10]=1)[C:2]1[CH:7]=[CH:6][CH:5]=[CH:4][CH:3]=1. The catalyst class is: 9.